Dataset: Retrosynthesis with 50K atom-mapped reactions and 10 reaction types from USPTO. Task: Predict the reactants needed to synthesize the given product. (1) Given the product CC(C)(C)OC(=O)NCC1CCN(c2ccc(C(F)(F)F)cc2)C1, predict the reactants needed to synthesize it. The reactants are: CC(C)(C)OC(=O)NCC1CCNC1.FC(F)(F)c1ccc(Br)cc1. (2) Given the product Cn1cnc(-c2cccc(NC(=O)Nc3ccccc3F)c2)c1-c1cc2c(N)ncnc2s1, predict the reactants needed to synthesize it. The reactants are: Cn1cnc(-c2cccc(N)c2)c1-c1cc2c(N)ncnc2s1.O=C=Nc1ccccc1F. (3) Given the product O=C(O)c1ccc(CCCC2SCC(=O)N2CCC2=CCCCC2)cc1, predict the reactants needed to synthesize it. The reactants are: CCOC(=O)c1ccc(CCCC2SCC(=O)N2CCC2=CCCCC2)cc1. (4) Given the product CS(=O)CCOc1cccc(CO)c1, predict the reactants needed to synthesize it. The reactants are: CS(=O)CCOc1cccc(C=O)c1. (5) Given the product CON(C)C(=O)c1oc2cc(C(F)(F)F)ccc2c1C, predict the reactants needed to synthesize it. The reactants are: CNOC.Cc1c(C(=O)O)oc2cc(C(F)(F)F)ccc12. (6) Given the product Cc1cccc(S(=O)(=O)N2CCCc3ncc(N)cc32)c1, predict the reactants needed to synthesize it. The reactants are: Cc1cccc(S(=O)(=O)N2CCCc3ncc(NC(=O)OC(C)(C)C)cc32)c1. (7) Given the product CC(C)Oc1ccc(C(=O)OCc2ccccc2)cc1C(C)(C)C, predict the reactants needed to synthesize it. The reactants are: CC(C)(C)c1cc(C(=O)OCc2ccccc2)ccc1O.CC(C)I. (8) Given the product C[C@H](Cc1ccccc1)NC(=O)c1c(N)ccnc1C(F)(F)F, predict the reactants needed to synthesize it. The reactants are: C[C@@H](N)Cc1ccccc1.Nc1ccnc(C(F)(F)F)c1C(=O)O. (9) Given the product O=C(O)CCc1cc(OCc2ccccc2)nn1Cc1ccc(Cl)cc1Cl, predict the reactants needed to synthesize it. The reactants are: CCOC(=O)CCc1cc(OCc2ccccc2)nn1Cc1ccc(Cl)cc1Cl. (10) Given the product N#Cc1ccc2c(c1)ncn2C1CCNCC1, predict the reactants needed to synthesize it. The reactants are: CC(C)(C)OC(=O)N1CCC(n2cnc3cc(C#N)ccc32)CC1.